From a dataset of Cav3 T-type calcium channel HTS with 100,875 compounds. Binary Classification. Given a drug SMILES string, predict its activity (active/inactive) in a high-throughput screening assay against a specified biological target. (1) The compound is S(=O)(=O)(N1CCN(CC1)c1ncccn1)c1ccc(C2CCCCC2)cc1. The result is 0 (inactive). (2) The molecule is S(CC(=O)N1CCC(CC1)C)c1[nH]c2n(c3ccc(OCC)cc3)c(sc2c(=O)n1)=S. The result is 0 (inactive). (3) The molecule is S(=O)(=O)(NCc1[nH]c2c(n1)cccc2)c1ccc(cc1)C. The result is 0 (inactive). (4) The drug is OC(=O)c1[nH]c2c(c3c(cc2)cccc3)c1. The result is 0 (inactive). (5) The molecule is S(c1[nH]c2c(cccc2)c(=O)n1)CC(=O)c1cc(O)c(O)cc1. The result is 0 (inactive).